Dataset: Forward reaction prediction with 1.9M reactions from USPTO patents (1976-2016). Task: Predict the product of the given reaction. Given the reactants [CH2:1]([O:3][C:4]([C:6]1[CH:10]=[C:9](Br)[S:8][CH:7]=1)=[O:5])[CH3:2].[N:12]1[CH:17]=[CH:16][C:15](B(O)O)=[CH:14][CH:13]=1.C(=O)([O-])[O-].[Cs+].[Cs+].CCOCC, predict the reaction product. The product is: [CH2:1]([O:3][C:4]([C:6]1[CH:10]=[C:9]([C:15]2[CH:16]=[CH:17][N:12]=[CH:13][CH:14]=2)[S:8][CH:7]=1)=[O:5])[CH3:2].